Dataset: NCI-60 drug combinations with 297,098 pairs across 59 cell lines. Task: Regression. Given two drug SMILES strings and cell line genomic features, predict the synergy score measuring deviation from expected non-interaction effect. (1) Drug 1: CC(C1=C(C=CC(=C1Cl)F)Cl)OC2=C(N=CC(=C2)C3=CN(N=C3)C4CCNCC4)N. Drug 2: CCCS(=O)(=O)NC1=C(C(=C(C=C1)F)C(=O)C2=CNC3=C2C=C(C=N3)C4=CC=C(C=C4)Cl)F. Cell line: HS 578T. Synergy scores: CSS=-6.30, Synergy_ZIP=7.33, Synergy_Bliss=6.16, Synergy_Loewe=-7.56, Synergy_HSA=-4.85. (2) Drug 1: CC(C)(C#N)C1=CC(=CC(=C1)CN2C=NC=N2)C(C)(C)C#N. Drug 2: CCCCCOC(=O)NC1=NC(=O)N(C=C1F)C2C(C(C(O2)C)O)O. Cell line: IGROV1. Synergy scores: CSS=-4.89, Synergy_ZIP=0.860, Synergy_Bliss=-3.33, Synergy_Loewe=-7.17, Synergy_HSA=-7.67. (3) Drug 1: C#CCC(CC1=CN=C2C(=N1)C(=NC(=N2)N)N)C3=CC=C(C=C3)C(=O)NC(CCC(=O)O)C(=O)O. Drug 2: COCCOC1=C(C=C2C(=C1)C(=NC=N2)NC3=CC=CC(=C3)C#C)OCCOC.Cl. Cell line: SW-620. Synergy scores: CSS=-1.21, Synergy_ZIP=-0.434, Synergy_Bliss=-2.77, Synergy_Loewe=-6.06, Synergy_HSA=-3.11. (4) Drug 1: CC1CCC2CC(C(=CC=CC=CC(CC(C(=O)C(C(C(=CC(C(=O)CC(OC(=O)C3CCCCN3C(=O)C(=O)C1(O2)O)C(C)CC4CCC(C(C4)OC)O)C)C)O)OC)C)C)C)OC. Drug 2: CCC1(CC2CC(C3=C(CCN(C2)C1)C4=CC=CC=C4N3)(C5=C(C=C6C(=C5)C78CCN9C7C(C=CC9)(C(C(C8N6C)(C(=O)OC)O)OC(=O)C)CC)OC)C(=O)OC)O.OS(=O)(=O)O. Cell line: SR. Synergy scores: CSS=32.6, Synergy_ZIP=-0.212, Synergy_Bliss=1.42, Synergy_Loewe=-1.73, Synergy_HSA=-0.810.